Dataset: Reaction yield outcomes from USPTO patents with 853,638 reactions. Task: Predict the reaction yield, written as a fraction of the theoretical maximum amount of product (1.0 means a 100% yield; for example, 0.34 means a 34% yield). (1) The catalyst is C(Cl)Cl. The yield is 1.00. The product is [C:1]([O:5][C:6](=[O:9])[CH2:7]/[N:8]=[CH:13]/[CH2:12][C:11]([CH3:16])([CH3:15])[CH3:10])([CH3:4])([CH3:3])[CH3:2]. The reactants are [C:1]([O:5][C:6](=[O:9])[CH2:7][NH2:8])([CH3:4])([CH3:3])[CH3:2].[CH3:10][C:11]([CH3:16])([CH3:15])[CH2:12][CH:13]=O. (2) The reactants are C1(P(C2CCCCC2)C2C=CC=CC=2C2C=CC=CC=2)CCCCC1.[B:35]1([B:35]2[O:39][C:38]([CH3:41])([CH3:40])[C:37]([CH3:43])([CH3:42])[O:36]2)[O:39][C:38]([CH3:41])([CH3:40])[C:37]([CH3:43])([CH3:42])[O:36]1.[K+].C([O-])(=O)C.Cl[C:50]1[CH:55]=[CH:54][N:53]=[C:52]2[NH:56][CH:57]=[CH:58][C:51]=12. The catalyst is O1CCOCC1.C1C=CC(/C=C/C(/C=C/C2C=CC=CC=2)=O)=CC=1.C1C=CC(/C=C/C(/C=C/C2C=CC=CC=2)=O)=CC=1.C1C=CC(/C=C/C(/C=C/C2C=CC=CC=2)=O)=CC=1.[Pd].[Pd]. The product is [CH3:41][C:38]1([CH3:40])[C:37]([CH3:42])([CH3:43])[O:36][B:35]([C:50]2[CH:55]=[CH:54][N:53]=[C:52]3[NH:56][CH:57]=[CH:58][C:51]=23)[O:39]1. The yield is 0.480. (3) The reactants are [C:1]([N:4]1[CH2:9][CH2:8][N:7]([C:10]2[CH:15]=[CH:14][C:13]([NH2:16])=[CH:12][CH:11]=2)[CH2:6][CH2:5]1)(=[O:3])[CH3:2].[C:17](N1C=CN=C1)(N1C=CN=C1)=[S:18]. The catalyst is CN(C)C=O. The product is [C:1]([N:4]1[CH2:5][CH2:6][N:7]([C:10]2[CH:15]=[CH:14][C:13]([N:16]=[C:17]=[S:18])=[CH:12][CH:11]=2)[CH2:8][CH2:9]1)(=[O:3])[CH3:2]. The yield is 0.840.